From a dataset of Full USPTO retrosynthesis dataset with 1.9M reactions from patents (1976-2016). Predict the reactants needed to synthesize the given product. (1) Given the product [Cl:25][C:20]1[CH:19]=[C:18]([C:7]2([CH2:8][CH2:9][CH2:10][O:11][CH:12]3[CH2:17][CH2:16][O:15][CH2:14][CH2:13]3)[CH2:26][NH:27][C:4](=[O:3])[CH2:5][CH2:6]2)[CH:23]=[CH:22][C:21]=1[Cl:24], predict the reactants needed to synthesize it. The reactants are: C([O:3][C:4](=O)[CH2:5][CH2:6][C:7]([C:26]#[N:27])([C:18]1[CH:23]=[CH:22][C:21]([Cl:24])=[C:20]([Cl:25])[CH:19]=1)[CH2:8][CH2:9][CH2:10][O:11][CH:12]1[CH2:17][CH2:16][O:15][CH2:14][CH2:13]1)C. (2) Given the product [CH3:2][O:4][C:5](=[O:47])[CH2:6][CH2:7][C:8]1[O:9][C:10]([C:13]2[CH:18]=[CH:17][C:16]([C:19]([C:24]3[CH:29]=[CH:28][C:27]([CH2:30][CH2:31][CH:32]([O:37][Si:38]([C:41]([CH3:44])([CH3:43])[CH3:42])([CH3:40])[CH3:39])[C:33]([CH3:36])([CH3:35])[CH3:34])=[C:26]([CH3:45])[CH:25]=3)([CH2:22][CH3:23])[CH2:20][CH3:21])=[CH:15][C:14]=2[CH3:46])=[CH:11][CH:12]=1, predict the reactants needed to synthesize it. The reactants are: [Mg].[CH2:2]([O:4][C:5](=[O:47])/[CH:6]=[CH:7]/[C:8]1[O:9][C:10]([C:13]2[CH:18]=[CH:17][C:16]([C:19]([C:24]3[CH:29]=[CH:28][C:27]([CH2:30][CH2:31][CH:32]([O:37][Si:38]([C:41]([CH3:44])([CH3:43])[CH3:42])([CH3:40])[CH3:39])[C:33]([CH3:36])([CH3:35])[CH3:34])=[C:26]([CH3:45])[CH:25]=3)([CH2:22][CH3:23])[CH2:20][CH3:21])=[CH:15][C:14]=2[CH3:46])=[CH:11][CH:12]=1)C.C(OCC)(=O)C.S(=O)(=O)(O)[O-].[K+]. (3) Given the product [CH2:23]([C:30]1[N:34]=[C:33]([NH:2][C:1]([C:4]2[CH:20]=[CH:19][C:7]([O:8][C@@H:9]3[CH2:10][CH2:11][C@H:12]([C:15]([O:17][CH3:18])=[O:16])[CH2:13][CH2:14]3)=[CH:6][CH:5]=2)=[O:3])[O:32][N:31]=1)[C:24]1[CH:25]=[CH:26][CH:27]=[CH:28][CH:29]=1, predict the reactants needed to synthesize it. The reactants are: [C:1]([C:4]1[CH:20]=[CH:19][C:7]([O:8][C@@H:9]2[CH2:14][CH2:13][C@H:12]([C:15]([O:17][CH3:18])=[O:16])[CH2:11][CH2:10]2)=[CH:6][CH:5]=1)(=[O:3])[NH2:2].[H-].[Na+].[CH2:23]([C:30]1[N:34]=[C:33](C(Cl)(Cl)Cl)[O:32][N:31]=1)[C:24]1[CH:29]=[CH:28][CH:27]=[CH:26][CH:25]=1.